The task is: Predict the reactants needed to synthesize the given product.. This data is from Full USPTO retrosynthesis dataset with 1.9M reactions from patents (1976-2016). (1) Given the product [Cl:31][C:26]1[CH:25]=[C:24]([C:23]2[C:4]([C:5]([NH:7][CH2:8][CH2:9][CH:10]([C:17]3[CH:22]=[CH:21][CH:20]=[CH:19][CH:18]=3)[C:11]3[CH:16]=[CH:15][CH:14]=[CH:13][CH:12]=3)=[O:6])=[C:1]([CH3:2])[N:36]=[C:33]([CH3:34])[N:35]=2)[CH:29]=[CH:28][C:27]=1[Cl:30], predict the reactants needed to synthesize it. The reactants are: [C:1]([C:4](=[CH:23][C:24]1[CH:29]=[CH:28][C:27]([Cl:30])=[C:26]([Cl:31])[CH:25]=1)[C:5]([NH:7][CH2:8][CH2:9][CH:10]([C:17]1[CH:22]=[CH:21][CH:20]=[CH:19][CH:18]=1)[C:11]1[CH:16]=[CH:15][CH:14]=[CH:13][CH:12]=1)=[O:6])(=O)[CH3:2].Cl.[C:33]([NH2:36])(=[NH:35])[CH3:34].C([O-])(=O)C.[Na+].ClC1C(=O)C(C#N)=C(C#N)C(=O)C=1Cl. (2) Given the product [F:26][C:25]([F:28])([F:27])[C:23]([OH:29])=[O:24].[CH3:1][O:2][C:3](=[O:22])[CH2:4][NH:5][C:6](=[O:21])[C@H:7]([CH2:16][O:17][CH2:18][CH:19]=[CH2:20])[NH2:8], predict the reactants needed to synthesize it. The reactants are: [CH3:1][O:2][C:3](=[O:22])[CH2:4][NH:5][C:6](=[O:21])[C@H:7]([CH2:16][O:17][CH2:18][CH:19]=[CH2:20])[NH:8]C(OC(C)(C)C)=O.[C:23]([OH:29])([C:25]([F:28])([F:27])[F:26])=[O:24]. (3) Given the product [CH2:1]([O:16][C:12]1[CH:13]=[CH:14][CH:15]=[C:10]([Br:9])[CH:11]=1)[C:2]1[CH:7]=[CH:6][CH:5]=[CH:4][CH:3]=1, predict the reactants needed to synthesize it. The reactants are: [CH2:1](Br)[C:2]1[CH:7]=[CH:6][CH:5]=[CH:4][CH:3]=1.[Br:9][C:10]1[CH:11]=[C:12]([OH:16])[CH:13]=[CH:14][CH:15]=1.C(=O)([O-])[O-].[K+].[K+]. (4) The reactants are: [H-].[Na+].[CH2:3](Br)[C:4]1[CH:9]=[CH:8][CH:7]=[CH:6][CH:5]=1.[NH2:11][C:12]1[N:17]=[C:16]([C:18]([O:20][CH3:21])=[O:19])[C:15]([Br:22])=[CH:14][CH:13]=1. Given the product [Br:22][C:15]1[C:16]([C:18]([O:20][CH3:21])=[O:19])=[N:17][C:12]([N:11]([CH2:3][C:4]2[CH:9]=[CH:8][CH:7]=[CH:6][CH:5]=2)[CH2:3][C:4]2[CH:9]=[CH:8][CH:7]=[CH:6][CH:5]=2)=[CH:13][CH:14]=1, predict the reactants needed to synthesize it.